From a dataset of Catalyst prediction with 721,799 reactions and 888 catalyst types from USPTO. Predict which catalyst facilitates the given reaction. (1) Reactant: Br[C:2]1[CH:7]=[CH:6][C:5]([C@@H:8]([N:10]2[CH2:15][CH2:14][C@:13]([CH2:22][CH2:23][OH:24])([C:16]3[CH:21]=[CH:20][CH:19]=[CH:18][CH:17]=3)[CH2:12][C:11]2=[O:25])[CH3:9])=[CH:4][CH:3]=1.[F:26][C:27]1[CH:32]=[CH:31][C:30](B(O)O)=[CH:29][CH:28]=1.C([O-])([O-])=O.[Cs+].[Cs+]. Product: [F:26][C:27]1[CH:32]=[CH:31][C:30]([C:2]2[CH:7]=[CH:6][C:5]([C@@H:8]([N:10]3[CH2:15][CH2:14][C@:13]([CH2:22][CH2:23][OH:24])([C:16]4[CH:17]=[CH:18][CH:19]=[CH:20][CH:21]=4)[CH2:12][C:11]3=[O:25])[CH3:9])=[CH:4][CH:3]=2)=[CH:29][CH:28]=1. The catalyst class is: 184. (2) The catalyst class is: 413. Product: [CH3:10][C:11]1[CH:16]=[CH:15][C:14]([O:17][CH3:18])=[C:13]([N:5]2[CH:9]=[CH:8][N:7]=[CH:6]2)[CH:12]=1. Reactant: CS(C)=O.[NH:5]1[CH:9]=[CH:8][N:7]=[CH:6]1.[CH3:10][C:11]1[CH:16]=[CH:15][C:14]([O:17][CH3:18])=[C:13](Br)[CH:12]=1.[OH-].[K+]. (3) Reactant: C(N(CC)CC)C.[C:8]([Si:12]([CH3:15])([CH3:14])Cl)([CH3:11])([CH3:10])[CH3:9].[I:16][C:17]1[CH:18]=[C:19]([C:24]([F:27])([F:26])[F:25])[C:20](=[O:23])[NH:21][CH:22]=1. Product: [Si:12]([O:23][C:20]1[C:19]([C:24]([F:25])([F:26])[F:27])=[CH:18][C:17]([I:16])=[CH:22][N:21]=1)([C:8]([CH3:11])([CH3:10])[CH3:9])([CH3:15])[CH3:14]. The catalyst class is: 34. (4) Reactant: [CH3:1][N:2]1[CH2:8][CH2:7][CH2:6][N:5]([C:9]2[CH:14]=[CH:13][C:12]([N+:15]([O-])=O)=[C:11]([O:18][CH:19]([CH3:21])[CH3:20])[CH:10]=2)[CH2:4][CH2:3]1. The catalyst class is: 19. Product: [CH3:1][N:2]1[CH2:8][CH2:7][CH2:6][N:5]([C:9]2[CH:14]=[CH:13][C:12]([NH2:15])=[C:11]([O:18][CH:19]([CH3:21])[CH3:20])[CH:10]=2)[CH2:4][CH2:3]1. (5) Reactant: [C:1]([O:5][C:6]([N:8]([CH3:18])[C@@H:9]([C:14]([CH3:17])([CH3:16])[CH3:15])[C:10]([O:12]C)=[O:11])=[O:7])([CH3:4])([CH3:3])[CH3:2].[Li+].[OH-]. Product: [C:1]([O:5][C:6]([N:8]([CH3:18])[C@@H:9]([C:14]([CH3:17])([CH3:16])[CH3:15])[C:10]([OH:12])=[O:11])=[O:7])([CH3:4])([CH3:3])[CH3:2]. The catalyst class is: 87.